This data is from Forward reaction prediction with 1.9M reactions from USPTO patents (1976-2016). The task is: Predict the product of the given reaction. (1) The product is: [Br:1][C:2]1[CH:3]=[C:4]([CH:7]=[CH:8][C:9]=1[S:18][CH3:17])[CH:5]=[O:6]. Given the reactants [Br:1][C:2]1[CH:3]=[C:4]([CH:7]=[CH:8][C:9]=1F)[CH:5]=[O:6].C(=O)([O-])[O-].[K+].[K+].[CH3:17][S-:18].[Na+], predict the reaction product. (2) Given the reactants C(OP([CH2:9][C:10]1[N:11]=[CH:12][C:13]([NH:16][C:17](=[O:23])[O:18][C:19]([CH3:22])([CH3:21])[CH3:20])=[N:14][CH:15]=1)(OCC)=O)C.[H-].[Na+].[CH:26]([C:28]1[CH:29]=[C:30]([NH:35][C:36](=[O:55])[C:37]2[CH:42]=[CH:41][C:40]([CH2:43][N:44]3[CH2:49][CH2:48][N:47]([CH3:50])[CH2:46][CH2:45]3)=[C:39]([C:51]([F:54])([F:53])[F:52])[CH:38]=2)[CH:31]=[CH:32][C:33]=1[CH3:34])=O, predict the reaction product. The product is: [CH3:34][C:33]1[CH:32]=[CH:31][C:30]([NH:35][C:36](=[O:55])[C:37]2[CH:42]=[CH:41][C:40]([CH2:43][N:44]3[CH2:49][CH2:48][N:47]([CH3:50])[CH2:46][CH2:45]3)=[C:39]([C:51]([F:53])([F:54])[F:52])[CH:38]=2)=[CH:29][C:28]=1/[CH:26]=[CH:9]/[C:10]1[N:11]=[CH:12][C:13]([NH:16][C:17](=[O:23])[O:18][C:19]([CH3:20])([CH3:21])[CH3:22])=[N:14][CH:15]=1. (3) Given the reactants [CH2:1]([O:8][N:9]1[C:15](=[O:16])[N:14]2[CH2:17][C@H:10]1[CH2:11][CH2:12][C@@H:13]2[C:18]([OH:20])=O)[C:2]1[CH:7]=[CH:6][CH:5]=[CH:4][CH:3]=1.CCN=C=NCCCN(C)C.Cl.[CH:33]1[CH:34]=[CH:35][C:36]2[N:41](O)[N:40]=[N:39][C:37]=2C=1.[C:43]([O:47][C:48](N(C([C@@H]1CCCN1)=O)N)=[O:49])([CH3:46])([CH3:45])[CH3:44].C(N(CC)C(C)C)(C)C.C(O)(=O)CC(CC(O)=O)(C(O)=O)[OH:71], predict the reaction product. The product is: [C:43]([O:47][C:48]([N:41]1[CH2:33][CH2:34][CH2:35][C@H:36]1[C:37]([NH:39][NH:40][C:18]([C@H:13]1[CH2:12][CH2:11][C@@H:10]2[CH2:17][N:14]1[C:15](=[O:16])[N:9]2[O:8][CH2:1][C:2]1[CH:3]=[CH:4][CH:5]=[CH:6][CH:7]=1)=[O:20])=[O:71])=[O:49])([CH3:46])([CH3:45])[CH3:44]. (4) Given the reactants [C:1]1([C:7]2[S:8][CH:9]=[C:10]([CH:12]3[CH2:17][CH2:16][N:15](C(OCC4C5C=CC=CC=5C5C4=CC=CC=5)=O)[CH2:14][CH2:13]3)[N:11]=2)[CH:6]=[CH:5][CH:4]=[CH:3][CH:2]=1.CO.N1CCCCC1, predict the reaction product. The product is: [C:1]1([C:7]2[S:8][CH:9]=[C:10]([CH:12]3[CH2:17][CH2:16][NH:15][CH2:14][CH2:13]3)[N:11]=2)[CH:2]=[CH:3][CH:4]=[CH:5][CH:6]=1. (5) Given the reactants [Br:1][C:2]1[N:7]=[C:6]([C:8]2([C:11]([OH:13])=O)[CH2:10][CH2:9]2)[CH:5]=[CH:4][CH:3]=1.[CH3:14][NH2:15], predict the reaction product. The product is: [CH3:14][NH:15][C:11]([C:8]1([C:6]2[CH:5]=[CH:4][CH:3]=[C:2]([Br:1])[N:7]=2)[CH2:10][CH2:9]1)=[O:13]. (6) Given the reactants [Cl:1][C:2]1[CH:7]=[CH:6][C:5]([C:8]([F:11])([F:10])[F:9])=[CH:4][C:3]=1[N:12]([S:24]([C:27]1[CH:32]=[CH:31][C:30](C)=[CH:29][CH:28]=1)(=[O:26])=[O:25])[CH2:13][C:14]([NH:16][CH2:17][C:18]1[CH:23]=[CH:22][N:21]=[CH:20][CH:19]=1)=[O:15].[C:34]1(S(Cl)(=O)=O)C=CC=CC=1.CC1C=CC(S(Cl)(=O)=O)=CC=1.CN1CCC(NC)CC1.NCC1C=CN=CC=1, predict the reaction product. The product is: [Cl:1][C:2]1[CH:7]=[CH:6][C:5]([C:8]([F:9])([F:10])[F:11])=[CH:4][C:3]=1[N:12]([CH2:13][C:14]([NH:16][CH2:17][CH:18]1[CH2:23][CH2:22][N:21]([CH3:34])[CH2:20][CH2:19]1)=[O:15])[S:24]([C:27]1[CH:32]=[CH:31][CH:30]=[CH:29][CH:28]=1)(=[O:25])=[O:26]. (7) The product is: [CH3:1][O:2][C:3]1[CH:4]=[C:5]([CH:8]=[CH:9][C:10]=1[O:11][CH3:12])[CH2:6][NH:14][C:15]1([C:18]([O:20][CH3:21])=[O:19])[CH2:17][CH2:16]1. Given the reactants [CH3:1][O:2][C:3]1[CH:4]=[C:5]([CH:8]=[CH:9][C:10]=1[O:11][CH3:12])[CH:6]=O.Cl.[NH2:14][C:15]1([C:18]([O:20][CH3:21])=[O:19])[CH2:17][CH2:16]1, predict the reaction product. (8) Given the reactants [F:1][C:2]1[CH:3]=[C:4]([CH:7]=[CH:8][CH:9]=1)[CH:5]=O.[CH3:10][O:11][C:12]1[CH:13]=[C:14]([CH:18]=[CH:19][C:20]=1[O:21][CH3:22])[CH2:15][C:16]#[N:17], predict the reaction product. The product is: [CH3:10][O:11][C:12]1[CH:13]=[C:14](/[C:15](=[CH:5]/[C:4]2[CH:7]=[CH:8][CH:9]=[C:2]([F:1])[CH:3]=2)/[C:16]#[N:17])[CH:18]=[CH:19][C:20]=1[O:21][CH3:22].